This data is from Forward reaction prediction with 1.9M reactions from USPTO patents (1976-2016). The task is: Predict the product of the given reaction. (1) Given the reactants [Br:1][C:2]1[N:3]=[C:4]([S:11][CH3:12])[C:5]2[N:6]([CH:8]=[CH:9][N:10]=2)[CH:7]=1.[I:13]N1C(=O)CCC1=O, predict the reaction product. The product is: [Br:1][C:2]1[N:3]=[C:4]([S:11][CH3:12])[C:5]2[N:6]([C:8]([I:13])=[CH:9][N:10]=2)[CH:7]=1. (2) Given the reactants Cl[C:2]1[C:10]2[C:5](=[N:6][C:7]([NH:11][CH2:12][CH2:13][N:14]([CH2:17][CH3:18])[CH2:15][CH3:16])=[N:8][CH:9]=2)[N:4]([CH3:19])[N:3]=1.CC1(C)C(C)(C)OB([C:28]2[CH:34]=[CH:33][C:31]([NH2:32])=[CH:30][CH:29]=2)O1, predict the reaction product. The product is: [NH2:32][C:31]1[CH:33]=[CH:34][C:28]([C:2]2[C:10]3[C:5](=[N:6][C:7]([NH:11][CH2:12][CH2:13][N:14]([CH2:17][CH3:18])[CH2:15][CH3:16])=[N:8][CH:9]=3)[N:4]([CH3:19])[N:3]=2)=[CH:29][CH:30]=1. (3) The product is: [CH3:25][O:24][C:22]1[CH:21]=[CH:20][CH:19]=[C:18]2[C:23]=1[CH:15]([NH:14][C:11]1[O:12][CH2:13][C:8]3[CH:7]=[C:6]([NH:5][C:3](=[O:4])[CH2:2][N:35]4[CH2:34][CH2:33][N:32]([CH3:37])[CH:31]([CH2:30][O:29][CH3:28])[CH2:36]4)[CH:27]=[CH:26][C:9]=3[N:10]=1)[CH2:16][CH2:17]2. Given the reactants Cl[CH2:2][C:3]([NH:5][C:6]1[CH:27]=[CH:26][C:9]2[N:10]=[C:11]([NH:14][CH:15]3[C:23]4[C:18](=[CH:19][CH:20]=[CH:21][C:22]=4[O:24][CH3:25])[CH2:17][CH2:16]3)[O:12][CH2:13][C:8]=2[CH:7]=1)=[O:4].[CH3:28][O:29][CH2:30][CH:31]1[CH2:36][NH:35][CH2:34][CH2:33][N:32]1[CH3:37].C(N(C(C)C)CC)(C)C, predict the reaction product. (4) Given the reactants Br[C:2]1[C:7]([C:8]([F:11])([F:10])[F:9])=[CH:6][C:5]([NH:12][C:13]2[N:17]=[C:16]([NH2:18])[NH:15][N:14]=2)=[CH:4][C:3]=1[Cl:19].CN1C(C)(C)CC(SC2C=CC(B3OC(C)(C)C(C)(C)O3)=CC=2)CC1(C)C.ClC1C=C(B2OC(C)(C)C(C)(C)O2)C=C(C(F)(F)F)C=1[C:67]1[CH:72]=[CH:71][C:70]([O:73][CH3:74])=[C:69]([S:75]([NH:78][C:79]2([CH3:90])[CH2:82][N:81]([C:83]([O:85][C:86]([CH3:89])([CH3:88])[CH3:87])=[O:84])[CH2:80]2)(=[O:77])=[O:76])[CH:68]=1.C([O-])([O-])=O.[K+].[K+], predict the reaction product. The product is: [NH2:18][C:16]1[NH:15][N:14]=[C:13]([NH:12][C:5]2[CH:6]=[C:7]([C:8]([F:11])([F:10])[F:9])[C:2]([C:67]3[CH:72]=[CH:71][C:70]([O:73][CH3:74])=[C:69]([S:75]([NH:78][C:79]4([CH3:90])[CH2:80][N:81]([C:83]([O:85][C:86]([CH3:89])([CH3:88])[CH3:87])=[O:84])[CH2:82]4)(=[O:77])=[O:76])[CH:68]=3)=[C:3]([Cl:19])[CH:4]=2)[N:17]=1.